This data is from Peptide-MHC class II binding affinity with 134,281 pairs from IEDB. The task is: Regression. Given a peptide amino acid sequence and an MHC pseudo amino acid sequence, predict their binding affinity value. This is MHC class II binding data. (1) The peptide sequence is CPFSNRVWNSFQIEE. The MHC is HLA-DQA10501-DQB10303 with pseudo-sequence HLA-DQA10501-DQB10303. The binding affinity (normalized) is 0.535. (2) The binding affinity (normalized) is 0.0307. The peptide sequence is MADDMERIFKRFDTN. The MHC is HLA-DQA10102-DQB10502 with pseudo-sequence HLA-DQA10102-DQB10502. (3) The peptide sequence is QAVMEMTYKNKVVKV. The MHC is DRB1_0801 with pseudo-sequence DRB1_0801. The binding affinity (normalized) is 0.552. (4) The peptide sequence is AYESYKFIPALEAAVKQAYAATVAAA. The MHC is DRB1_1201 with pseudo-sequence DRB1_1201. The binding affinity (normalized) is 0.294. (5) The peptide sequence is RRVFHGVAKNPVVDG. The MHC is HLA-DQA10501-DQB10303 with pseudo-sequence HLA-DQA10501-DQB10303. The binding affinity (normalized) is 0.367. (6) The peptide sequence is LSSNDLAKYKANWIE. The MHC is DRB5_0101 with pseudo-sequence DRB5_0101. The binding affinity (normalized) is 0.369. (7) The peptide sequence is GEAQIVDKIDAAFKI. The MHC is DRB1_0701 with pseudo-sequence DRB1_0701. The binding affinity (normalized) is 0.815.